From a dataset of Full USPTO retrosynthesis dataset with 1.9M reactions from patents (1976-2016). Predict the reactants needed to synthesize the given product. (1) Given the product [NH2:31][C@@:9]1([C:7]([OH:8])=[O:6])[C@H:14]([S:15][CH2:16][C:17]2[CH:22]=[CH:21][C:20]([Cl:23])=[C:19]([Cl:24])[CH:18]=2)[CH2:13][C@@H:12]2[C@H:10]1[C@@:11]2([F:30])[C:25]([OH:27])=[O:26], predict the reactants needed to synthesize it. The reactants are: O.[OH-].[Li+].C([O:6][C:7]([C@:9]1([NH2:31])[C@H:14]([S:15][CH2:16][C:17]2[CH:22]=[CH:21][C:20]([Cl:23])=[C:19]([Cl:24])[CH:18]=2)[CH2:13][C@@H:12]2[C@H:10]1[C@@:11]2([F:30])[C:25]([O:27]CC)=[O:26])=[O:8])C.Cl. (2) Given the product [C:1]([NH:5][S:6]([C:9]1[C:18]2[C:13](=[CH:14][CH:15]=[CH:16][CH:17]=2)[C:12]([C:19]2[S:23][C:22]([C:24]([NH:32][CH2:33][C:34]([OH:36])([CH3:37])[CH3:35])=[O:25])=[N:21][C:20]=2[CH:29]([F:30])[F:31])=[CH:11][CH:10]=1)(=[O:7])=[O:8])([CH3:4])([CH3:2])[CH3:3], predict the reactants needed to synthesize it. The reactants are: [C:1]([NH:5][S:6]([C:9]1[C:18]2[C:13](=[CH:14][CH:15]=[CH:16][CH:17]=2)[C:12]([C:19]2[S:23][C:22]([C:24](OCC)=[O:25])=[N:21][C:20]=2[CH:29]([F:31])[F:30])=[CH:11][CH:10]=1)(=[O:8])=[O:7])([CH3:4])([CH3:3])[CH3:2].[NH2:32][CH2:33][C:34]([CH3:37])([OH:36])[CH3:35].O. (3) The reactants are: [NH2:1][C:2]1[N:7]=[C:6]([N:8]2[CH2:13][CH2:12][N:11]([C:14](OC(C)(C)C)=O)[CH2:10][CH2:9]2)[C:5]([F:21])=[CH:4][C:3]=1[F:22].ClC1[NH:28][C:27]2[CH:29]=[C:30]([C:42]([F:45])([F:44])[F:43])[CH:31]=[C:32]([C:33]3[CH:38]=[C:37]([F:39])[C:36]([F:40])=[C:35]([F:41])[CH:34]=3)[C:26]=2[N:25]=1. Given the product [F:22][C:3]1[C:2]([NH2:1])=[N:7][C:6]([N:8]2[CH2:9][CH2:10][N:11]([C:14]3[NH:25][C:26]4[C:32]([C:33]5[CH:34]=[C:35]([F:41])[C:36]([F:40])=[C:37]([F:39])[CH:38]=5)=[CH:31][C:30]([C:42]([F:43])([F:44])[F:45])=[CH:29][C:27]=4[N:28]=3)[CH2:12][CH2:13]2)=[C:5]([F:21])[CH:4]=1, predict the reactants needed to synthesize it. (4) Given the product [CH3:1][C:2]1[CH:7]=[CH:6][C:5]([C:8]2[O:12][N:11]=[CH:10][C:9]=2[C:13]([N:17]2[CH2:18][C:19]3[C:24](=[CH:23][CH:22]=[CH:21][CH:20]=3)[CH2:16]2)=[O:14])=[CH:4][CH:3]=1, predict the reactants needed to synthesize it. The reactants are: [CH3:1][C:2]1[CH:7]=[CH:6][C:5]([C:8]2[O:12][N:11]=[CH:10][C:9]=2[C:13](Cl)=[O:14])=[CH:4][CH:3]=1.[CH2:16]1[C:24]2[C:19](=[CH:20][CH:21]=[CH:22][CH:23]=2)[CH2:18][NH:17]1. (5) Given the product [CH:11]([C:7]1[CH:8]=[CH:9][CH:10]=[C:4]([CH:1]([CH3:3])[CH3:2])[C:5]=1[N:6]=[CH:14][CH:15]([CH3:17])[CH3:16])([CH3:13])[CH3:12], predict the reactants needed to synthesize it. The reactants are: [CH:1]([C:4]1[CH:10]=[CH:9][CH:8]=[C:7]([CH:11]([CH3:13])[CH3:12])[C:5]=1[NH2:6])([CH3:3])[CH3:2].[CH3:14][CH:15]([CH:17]=O)[CH3:16].C1(C)C=CC(S(O)(=O)=O)=CC=1.[O-]S([O-])(=O)=O.[Mg+2]. (6) Given the product [Cl:1][C:2]1[CH:7]=[C:6]([O:8][C:9]([F:11])([F:12])[F:10])[CH:5]=[CH:4][C:3]=1[NH:13][C:28]([C:25]1[CH:24]=[CH:23][C:22]([S:19]([CH3:18])(=[O:21])=[O:20])=[CH:27][N:26]=1)=[O:29], predict the reactants needed to synthesize it. The reactants are: [Cl:1][C:2]1[CH:7]=[C:6]([O:8][C:9]([F:12])([F:11])[F:10])[CH:5]=[CH:4][C:3]=1[NH2:13].C[Al](C)C.[CH3:18][S:19]([C:22]1[CH:23]=[CH:24][C:25]([C:28](OC)=[O:29])=[N:26][CH:27]=1)(=[O:21])=[O:20].Cl.